This data is from Reaction yield outcomes from USPTO patents with 853,638 reactions. The task is: Predict the reaction yield, written as a fraction of the theoretical maximum amount of product (1.0 means a 100% yield; for example, 0.34 means a 34% yield). The reactants are [CH:1]1[N:5]2[C:6]3[CH:25]=[CH:24][CH:23]=[CH:22][C:7]=3[CH2:8][CH2:9][C@@H:10]([NH:11]C(=O)OCC3C=CC=CC=3)[C:4]2=[N:3][CH:2]=1.C(O)C. The catalyst is [Pd].C1(C)C=CC=CC=1. The product is [CH:1]1[N:5]2[C:6]3[CH:25]=[CH:24][CH:23]=[CH:22][C:7]=3[CH2:8][CH2:9][C@@H:10]([NH2:11])[C:4]2=[N:3][CH:2]=1. The yield is 0.840.